Dataset: NCI-60 drug combinations with 297,098 pairs across 59 cell lines. Task: Regression. Given two drug SMILES strings and cell line genomic features, predict the synergy score measuring deviation from expected non-interaction effect. Drug 1: CC1=C(N=C(N=C1N)C(CC(=O)N)NCC(C(=O)N)N)C(=O)NC(C(C2=CN=CN2)OC3C(C(C(C(O3)CO)O)O)OC4C(C(C(C(O4)CO)O)OC(=O)N)O)C(=O)NC(C)C(C(C)C(=O)NC(C(C)O)C(=O)NCCC5=NC(=CS5)C6=NC(=CS6)C(=O)NCCC[S+](C)C)O. Drug 2: C1=NNC2=C1C(=O)NC=N2. Cell line: MCF7. Synergy scores: CSS=12.8, Synergy_ZIP=-3.57, Synergy_Bliss=-2.54, Synergy_Loewe=-14.8, Synergy_HSA=-1.69.